Task: Predict the reactants needed to synthesize the given product.. Dataset: Full USPTO retrosynthesis dataset with 1.9M reactions from patents (1976-2016) (1) Given the product [Br:27][C:9]1[CH:8]=[C:7]2[C:5]3([CH2:4][O:3][C:2]([NH2:1])=[N:6]3)[C:19]3[C:14](=[N:15][CH:16]=[C:17]([C:20]#[C:21][C:22]([O:24][CH3:28])([CH3:23])[CH3:25])[CH:18]=3)[O:13][C:12]2=[CH:11][C:10]=1[F:26], predict the reactants needed to synthesize it. The reactants are: [NH2:1][C:2]1[O:3][CH2:4][C:5]2([C:19]3[C:14](=[N:15][CH:16]=[C:17]([C:20]#[C:21][C:22]([CH3:25])([OH:24])[CH3:23])[CH:18]=3)[O:13][C:12]3[C:7]2=[CH:8][C:9]([Br:27])=[C:10]([F:26])[CH:11]=3)[N:6]=1.[CH3:28]S(O)(=O)=O.C([O-])(O)=O.[Na+]. (2) Given the product [NH2:1][C:2]1[N:7]=[C:6]([N:8]2[CH2:9][CH2:10][C:11]3([CH2:15][NH:14][C@H:13]([C:23]([O:25][CH2:26][CH3:27])=[O:24])[CH2:12]3)[CH2:28][CH2:29]2)[CH:5]=[C:4]([O:30][C@H:31]([C:36]2[CH:41]=[CH:40][C:39]([C:42]3[CH:43]=[CH:44][C:45]([O:48][CH:49]([CH3:51])[CH3:50])=[CH:46][CH:47]=3)=[CH:38][C:37]=2[C:52]2[CH:57]=[CH:56][CH:55]=[CH:54][CH:53]=2)[C:32]([F:34])([F:35])[F:33])[N:3]=1, predict the reactants needed to synthesize it. The reactants are: [NH2:1][C:2]1[N:7]=[C:6]([N:8]2[CH2:29][CH2:28][C:11]3([CH2:15][N:14](C(OC(C)(C)C)=O)[C@H:13]([C:23]([O:25][CH2:26][CH3:27])=[O:24])[CH2:12]3)[CH2:10][CH2:9]2)[CH:5]=[C:4]([O:30][C@H:31]([C:36]2[CH:41]=[CH:40][C:39]([C:42]3[CH:47]=[CH:46][C:45]([O:48][CH:49]([CH3:51])[CH3:50])=[CH:44][CH:43]=3)=[CH:38][C:37]=2[C:52]2[CH:57]=[CH:56][CH:55]=[CH:54][CH:53]=2)[C:32]([F:35])([F:34])[F:33])[N:3]=1.C(O)(C(F)(F)F)=O.